Dataset: Forward reaction prediction with 1.9M reactions from USPTO patents (1976-2016). Task: Predict the product of the given reaction. (1) Given the reactants [CH3:1][C:2]([NH:25]C(=O)C(F)(F)F)([CH3:24])[CH2:3][C:4]1[CH:9]=[CH:8][C:7]([S:10]([C:13]2[CH:23]=[CH:22][C:16]([C:17]([O:19][CH2:20][CH3:21])=[O:18])=[CH:15][CH:14]=2)(=[O:12])=[O:11])=[CH:6][CH:5]=1.[OH-].[Na+].[CH2:34](O)C, predict the reaction product. The product is: [NH2:25][C:2]([CH2:1][CH3:34])([CH3:24])[CH2:3][C:4]1[CH:5]=[CH:6][C:7]([S:10]([C:13]2[CH:23]=[CH:22][C:16]([C:17]([O:19][CH2:20][CH3:21])=[O:18])=[CH:15][CH:14]=2)(=[O:12])=[O:11])=[CH:8][CH:9]=1. (2) Given the reactants C[O:2][C:3]([C:5]1[CH:10]=[CH:9][CH:8]=[CH:7][C:6]=1[NH:11][C:12](=[O:26])/[CH:13]=[CH:14]/[C:15]1[CH:20]=[CH:19][C:18]([CH2:21][CH2:22][CH2:23][CH2:24][CH3:25])=[CH:17][CH:16]=1)=[O:4].[OH-].[Na+], predict the reaction product. The product is: [C:3]([C:5]1[CH:10]=[CH:9][CH:8]=[CH:7][C:6]=1[NH:11][C:12](=[O:26])/[CH:13]=[CH:14]/[C:15]1[CH:16]=[CH:17][C:18]([CH2:21][CH2:22][CH2:23][CH2:24][CH3:25])=[CH:19][CH:20]=1)([OH:4])=[O:2].